This data is from Full USPTO retrosynthesis dataset with 1.9M reactions from patents (1976-2016). The task is: Predict the reactants needed to synthesize the given product. (1) The reactants are: [F:1][C:2]1[CH:7]=[C:6]([F:8])[CH:5]=[CH:4][C:3]=1[N:9]1[C:13]([C:14]2[S:30][C:17]3[C:18]4[CH:26]=[CH:25][C:24]([C:27](O)=[O:28])=[CH:23][C:19]=4[O:20][CH2:21][CH2:22][C:16]=3[CH:15]=2)=[N:12][CH:11]=[N:10]1.[Cl-].[NH4+].C[N:34](C(ON1N=NC2C=CC=NC1=2)=[N+](C)C)C.F[P-](F)(F)(F)(F)F.CCN(C(C)C)C(C)C. Given the product [F:1][C:2]1[CH:7]=[C:6]([F:8])[CH:5]=[CH:4][C:3]=1[N:9]1[C:13]([C:14]2[S:30][C:17]3[C:18]4[CH:26]=[CH:25][C:24]([C:27]([NH2:34])=[O:28])=[CH:23][C:19]=4[O:20][CH2:21][CH2:22][C:16]=3[CH:15]=2)=[N:12][CH:11]=[N:10]1, predict the reactants needed to synthesize it. (2) Given the product [NH2:49][C:10](=[O:12])[CH:9]([C:13]1[CH:14]=[CH:15][C:16]([C:19]([NH:21][C:22]2[CH:27]=[C:26]([C:28]3[S:29][CH:30]=[CH:31][CH:32]=3)[CH:25]=[CH:24][C:23]=2[NH:33][C:34](=[O:35])[O:36][C:37]([CH3:39])([CH3:40])[CH3:38])=[O:20])=[CH:17][CH:18]=1)[NH:8][C:6]([O:5][C:1]([CH3:4])([CH3:3])[CH3:2])=[O:7], predict the reactants needed to synthesize it. The reactants are: [C:1]([O:5][C:6]([NH:8][CH:9]([C:13]1[CH:18]=[CH:17][C:16]([C:19]([NH:21][C:22]2[CH:27]=[C:26]([C:28]3[S:29][CH:30]=[CH:31][CH:32]=3)[CH:25]=[CH:24][C:23]=2[NH:33][C:34]([O:36][C:37]([CH3:40])([CH3:39])[CH3:38])=[O:35])=[O:20])=[CH:15][CH:14]=1)[C:10]([OH:12])=O)=[O:7])([CH3:4])([CH3:3])[CH3:2].[Cl-].[NH4+].C1C=CC2N(O)N=[N:49]C=2C=1.CCN(C(C)C)C(C)C.C(Cl)CCl. (3) Given the product [C:2]([N:5]1[C@@H:11]([CH3:12])[C@H:10]([NH:13][C:43](=[O:44])[C@@H:41]([N:40]([CH3:46])[C:33](=[O:34])[O:35][C:36]([CH3:37])([CH3:39])[CH3:38])[CH3:42])[C:9](=[O:14])[N:8]([CH2:15][C:16]2[C:25]3[C:20](=[CH:21][CH:22]=[CH:23][CH:24]=3)[CH:19]=[CH:18][C:17]=2[CH3:26])[C:7]2[CH:27]=[CH:28][C:29]([C:31]#[N:32])=[CH:30][C:6]1=2)(=[O:4])[CH3:3], predict the reactants needed to synthesize it. The reactants are: Cl.[C:2]([N:5]1[C@@H:11]([CH3:12])[C@H:10]([NH2:13])[C:9](=[O:14])[N:8]([CH2:15][C:16]2[C:25]3[C:20](=[CH:21][CH:22]=[CH:23][CH:24]=3)[CH:19]=[CH:18][C:17]=2[CH3:26])[C:7]2[CH:27]=[CH:28][C:29]([C:31]#[N:32])=[CH:30][C:6]1=2)(=[O:4])[CH3:3].[C:33]([N:40]([CH3:46])[C@H:41]([C:43](O)=[O:44])[CH3:42])([O:35][C:36]([CH3:39])([CH3:38])[CH3:37])=[O:34].C(N(CC)C(C)C)(C)C.CN(C(ON1N=NC2C=CC=CC1=2)=[N+](C)C)C.F[P-](F)(F)(F)(F)F. (4) Given the product [CH:1]12[O:8][CH:5]([CH2:6][CH2:7]1)[CH2:4][N:3]([C:9]1[N:10]=[C:11]3[N:19]([CH2:31][C:32](=[O:33])[C:34]4[CH:39]=[CH:38][N:37]=[CH:36][CH:35]=4)[C@H:18]([C:20]([F:22])([F:21])[F:23])[CH2:17][CH2:16][N:12]3[C:13](=[O:15])[CH:14]=1)[CH2:2]2, predict the reactants needed to synthesize it. The reactants are: [CH:1]12[O:8][CH:5]([CH2:6][CH2:7]1)[CH2:4][N:3]([C:9]1[N:10]=[C:11]3[NH:19][C@H:18]([C:20]([F:23])([F:22])[F:21])[CH2:17][CH2:16][N:12]3[C:13](=[O:15])[CH:14]=1)[CH2:2]2.C(=O)([O-])[O-].[Cs+].[Cs+].Br[CH2:31][C:32]([C:34]1[CH:39]=[CH:38][N:37]=[CH:36][CH:35]=1)=[O:33]. (5) Given the product [Cl:1][C:2]1[CH:7]=[CH:6][C:5]([C:8]2[CH:9]=[CH:10][N:11]=[CH:12][C:13]=2[CH:14]([OH:15])[CH:17]=[CH2:18])=[C:4]([F:16])[CH:3]=1, predict the reactants needed to synthesize it. The reactants are: [Cl:1][C:2]1[CH:7]=[CH:6][C:5]([C:8]2[C:13]([CH:14]=[O:15])=[CH:12][N:11]=[CH:10][CH:9]=2)=[C:4]([F:16])[CH:3]=1.[CH:17]([Mg]Br)=[CH2:18]. (6) Given the product [C:16]([C:4]1[CH:3]=[C:2]([C:26]2[CH:25]=[N:24][CH:23]=[C:22]([C:21]([F:32])([F:31])[F:20])[CH:27]=2)[C:11]([OH:10])=[C:6]([CH2:7][NH:8][C:12]([CH3:13])([CH3:14])[CH3:15])[CH:5]=1)([CH3:17])([CH3:18])[CH3:19], predict the reactants needed to synthesize it. The reactants are: Br[C:2]1[C:11]2[O:10]C[N:8]([C:12]([CH3:15])([CH3:14])[CH3:13])[CH2:7][C:6]=2[CH:5]=[C:4]([C:16]([CH3:19])([CH3:18])[CH3:17])[CH:3]=1.[F:20][C:21]([F:32])([F:31])[C:22]1[CH:23]=[N:24][CH:25]=[C:26](B(O)O)[CH:27]=1.